Dataset: TCR-epitope binding with 47,182 pairs between 192 epitopes and 23,139 TCRs. Task: Binary Classification. Given a T-cell receptor sequence (or CDR3 region) and an epitope sequence, predict whether binding occurs between them. (1) The TCR CDR3 sequence is CASSEVGGGVTDTQYF. Result: 0 (the TCR does not bind to the epitope). The epitope is ITEEVGHTDLMAAY. (2) The epitope is AVFDRKSDAK. The TCR CDR3 sequence is CASSLRGGTQYF. Result: 1 (the TCR binds to the epitope). (3) The epitope is FPRPWLHGL. The TCR CDR3 sequence is CASSPISDRSGNTIYF. Result: 1 (the TCR binds to the epitope). (4) The epitope is FLYALALLL. Result: 0 (the TCR does not bind to the epitope). The TCR CDR3 sequence is CASSLLGAENTIYF. (5) Result: 0 (the TCR does not bind to the epitope). The epitope is IPIQASLPF. The TCR CDR3 sequence is CASSPGQTNYGYTF. (6) The epitope is FPRPWLHGL. The TCR CDR3 sequence is CASSLYSGGDKEQYF. Result: 1 (the TCR binds to the epitope).